From a dataset of Reaction yield outcomes from USPTO patents with 853,638 reactions. Predict the reaction yield, written as a fraction of the theoretical maximum amount of product (1.0 means a 100% yield; for example, 0.34 means a 34% yield). (1) The reactants are [C:1]([C:5]1[C:10]([N+:11]([O-])=O)=[CH:9][C:8]([OH:14])=[C:7]([Cl:15])[CH:6]=1)([CH3:4])([CH3:3])[CH3:2]. The catalyst is CO.[Ni]. The product is [C:1]([C:5]1[C:10]([NH2:11])=[CH:9][C:8]([OH:14])=[C:7]([Cl:15])[CH:6]=1)([CH3:4])([CH3:2])[CH3:3]. The yield is 0.780. (2) The reactants are Br[C:2]1[C:3]([CH3:17])=[C:4]([NH:9][C:10](=[O:16])[CH2:11][C:12]([CH3:15])([CH3:14])[CH3:13])[CH:5]=[CH:6][C:7]=1[Cl:8].[F:18][C:19]1[CH:26]=[CH:25][C:22]([CH2:23][NH2:24])=[CH:21][CH:20]=1. No catalyst specified. The product is [Cl:8][C:7]1[CH:6]=[CH:5][C:4]([NH:9][C:10](=[O:16])[CH2:11][C:12]([CH3:15])([CH3:14])[CH3:13])=[C:3]([CH3:17])[C:2]=1[NH:24][CH2:23][C:22]1[CH:25]=[CH:26][C:19]([F:18])=[CH:20][CH:21]=1. The yield is 0.530. (3) The reactants are [CH2:1]([N:8]1[CH:12]=[C:11]([C:13](OCC)=[O:14])[C:10]([O:18][CH2:19][C:20]2[CH:25]=[CH:24][C:23]([O:26][CH2:27][C:28]3[N:29]=[C:30]([C:34]4[O:35][CH:36]=[CH:37][CH:38]=4)[O:31][C:32]=3[CH3:33])=[C:22]([CH2:39][CH3:40])[CH:21]=2)=[N:9]1)[C:2]1[CH:7]=[CH:6][CH:5]=[CH:4][CH:3]=1.[H-].[Al+3].[Li+].[H-].[H-].[H-].O.O.O.O.O.O.O.O.O.O.S([O-])([O-])(=O)=O.[Na+].[Na+]. The catalyst is O1CCCC1.C(OCC)(=O)C. The yield is 0.780. The product is [CH2:1]([N:8]1[CH:12]=[C:11]([CH2:13][OH:14])[C:10]([O:18][CH2:19][C:20]2[CH:25]=[CH:24][C:23]([O:26][CH2:27][C:28]3[N:29]=[C:30]([C:34]4[O:35][CH:36]=[CH:37][CH:38]=4)[O:31][C:32]=3[CH3:33])=[C:22]([CH2:39][CH3:40])[CH:21]=2)=[N:9]1)[C:2]1[CH:3]=[CH:4][CH:5]=[CH:6][CH:7]=1. (4) The reactants are [NH2:1][C:2]1[CH:7]=[CH:6][CH:5]=[CH:4][C:3]=1[CH2:8][CH3:9].[CH3:10][S:11](Cl)(=[O:13])=[O:12].[Cl-].[Cl-].[Cl-].[Al+3].[C:19](Cl)(=[O:21])[CH3:20].Cl. The catalyst is N1C=CC=CC=1.C(Cl)Cl.C1(C)C=CC=CC=1. The product is [C:19]([C:5]1[CH:6]=[CH:7][C:2]([NH:1][S:11]([CH3:10])(=[O:13])=[O:12])=[C:3]([CH2:8][CH3:9])[CH:4]=1)(=[O:21])[CH3:20]. The yield is 0.750. (5) The reactants are [CH:1]1[CH:2]=[CH:3][C:4](NC2C(Cl)=CC=CC=2Cl)=[C:5]([CH2:7][C:8]([OH:10])=[O:9])[CH:6]=1.[C:20]12(C)[C:27](C)(C)C(C[CH2:26]1)C[C:21]2=O.[CH:31]1(C)CCC(C(C)C)C(O)C1. No catalyst specified. The product is [OH:10][C:8]([CH:7]([C:5]1[CH:6]=[CH:1][C:2]([CH2:21][CH:20]([CH3:27])[CH3:26])=[CH:3][CH:4]=1)[CH3:31])=[O:9]. The yield is 0.0500. (6) The yield is 0.208. The catalyst is CN(C)C=O.Cl[Pd](Cl)([P](C1C=CC=CC=1)(C1C=CC=CC=1)C1C=CC=CC=1)[P](C1C=CC=CC=1)(C1C=CC=CC=1)C1C=CC=CC=1. The reactants are C([Sn](CCCC)(CCCC)[C:6]1[CH:11]=[CH:10][CH:9]=[CH:8][N:7]=1)CCC.[F:20][C:21]([F:47])([F:46])[C:22]1[CH:23]=[C:24]([NH:32][C:33](=[O:45])[C:34]2[CH:39]=[C:38](I)[CH:37]=[CH:36][C:35]=2[O:41][CH2:42][O:43][CH3:44])[CH:25]=[C:26]([C:28]([F:31])([F:30])[F:29])[CH:27]=1.O. The product is [F:20][C:21]([F:46])([F:47])[C:22]1[CH:23]=[C:24]([NH:32][C:33](=[O:45])[C:34]2[CH:39]=[C:38]([C:6]3[CH:11]=[CH:10][CH:9]=[CH:8][N:7]=3)[CH:37]=[CH:36][C:35]=2[O:41][CH2:42][O:43][CH3:44])[CH:25]=[C:26]([C:28]([F:30])([F:31])[F:29])[CH:27]=1. (7) The reactants are I[C:2]1[C:6]2=[N:7][C:8]([O:11][CH3:12])=[CH:9][CH:10]=[C:5]2[NH:4][N:3]=1.[Cu][C:14]#[N:15]. The catalyst is CN1CCCC1=O.ClCCl. The product is [CH3:12][O:11][C:8]1[N:7]=[C:6]2[C:2]([C:14]#[N:15])=[N:3][NH:4][C:5]2=[CH:10][CH:9]=1. The yield is 0.425.